Dataset: Peptide-MHC class II binding affinity with 134,281 pairs from IEDB. Task: Regression. Given a peptide amino acid sequence and an MHC pseudo amino acid sequence, predict their binding affinity value. This is MHC class II binding data. (1) The peptide sequence is GELQIVDKIDHAFKI. The MHC is DRB1_1501 with pseudo-sequence DRB1_1501. The binding affinity (normalized) is 0.618. (2) The peptide sequence is GDGKISLSELTDALR. The MHC is HLA-DQA10102-DQB10602 with pseudo-sequence HLA-DQA10102-DQB10602. The binding affinity (normalized) is 0.390. (3) The peptide sequence is LGASQRGVGVAQGGV. The MHC is HLA-DQA10303-DQB10402 with pseudo-sequence HLA-DQA10303-DQB10402. The binding affinity (normalized) is 0.250. (4) The peptide sequence is QTDIPSEPWNTGHDW. The MHC is DRB1_0701 with pseudo-sequence DRB1_0701. The binding affinity (normalized) is 0.279. (5) The binding affinity (normalized) is 0.361. The MHC is HLA-DPA10201-DPB11401 with pseudo-sequence HLA-DPA10201-DPB11401. The peptide sequence is SNLLRAIEAQQHLLQLTVWGIKQL. (6) The peptide sequence is ASNPNYLAILVKYVD. The MHC is DRB3_0101 with pseudo-sequence DRB3_0101. The binding affinity (normalized) is 0.531. (7) The peptide sequence is GGFMTTAFQYIIDNKG. The MHC is HLA-DQA10102-DQB10602 with pseudo-sequence HLA-DQA10102-DQB10602. The binding affinity (normalized) is 0.391. (8) The peptide sequence is PTIGVGGNFAGGGFG. The MHC is HLA-DQA10501-DQB10301 with pseudo-sequence HLA-DQA10501-DQB10301. The binding affinity (normalized) is 0.617. (9) The peptide sequence is RRAIDLPTHENHGLK. The MHC is DRB1_0404 with pseudo-sequence DRB1_0404. The binding affinity (normalized) is 0.200. (10) The peptide sequence is ENQRTVALYSLKIAGWHGPK. The MHC is DRB1_1101 with pseudo-sequence DRB1_1101. The binding affinity (normalized) is 0.545.